Dataset: Full USPTO retrosynthesis dataset with 1.9M reactions from patents (1976-2016). Task: Predict the reactants needed to synthesize the given product. (1) Given the product [Cl:1][C:2]1[C:3]([CH:20]=[O:21])=[C:4]([F:11])[C:5]([O:8][CH2:9][F:10])=[CH:6][CH:7]=1, predict the reactants needed to synthesize it. The reactants are: [Cl:1][C:2]1[CH:7]=[CH:6][C:5]([O:8][CH2:9][F:10])=[C:4]([F:11])[CH:3]=1.[Li]CCCC.CN([CH:20]=[O:21])C. (2) Given the product [C:3]1([CH3:2])[CH:8]=[CH:7][C:6]([S:9][C@H:11]2[CH2:30][N:14]3[C:15](=[O:29])[N:16]([C:18]4[CH:23]=[CH:22][C:21]([O:24][C:25]([F:28])([F:27])[F:26])=[CH:20][CH:19]=4)[CH2:17][C@@H:13]3[CH2:12]2)=[CH:5][CH:4]=1, predict the reactants needed to synthesize it. The reactants are: [Na].[CH3:2][C:3]1[CH:8]=[CH:7][C:6]([SH:9])=[CH:5][CH:4]=1.Br[C@@H:11]1[CH2:30][N:14]2[C:15](=[O:29])[N:16]([C:18]3[CH:23]=[CH:22][C:21]([O:24][C:25]([F:28])([F:27])[F:26])=[CH:20][CH:19]=3)[CH2:17][C@@H:13]2[CH2:12]1. (3) The reactants are: C[O:2][C:3](=[O:15])[C@@H:4]([OH:14])[C@@H:5]([CH2:10][CH2:11][CH2:12][CH3:13])[C:6]([O:8]C)=[O:7].[OH-].[Na+].Cl. Given the product [CH2:10]([C@@H:5]([C:6]([OH:8])=[O:7])[C@H:4]([OH:14])[C:3]([OH:15])=[O:2])[CH2:11][CH2:12][CH3:13], predict the reactants needed to synthesize it.